Dataset: Catalyst prediction with 721,799 reactions and 888 catalyst types from USPTO. Task: Predict which catalyst facilitates the given reaction. (1) Reactant: [F:1][C:2]1[CH:3]=[C:4]2[C:8](=[CH:9][CH:10]=1)[NH:7][CH:6]=[C:5]2[C:11](=O)[C:12]([N:14]1[CH2:19][CH2:18][N:17]([C:20]2[CH:28]=[C:27]([C:29](OC)=[O:30])[CH:26]=[C:25]3[C:21]=2[CH:22]=[CH:23][NH:24]3)[CH2:16][CH2:15]1)=O.FC1C=C2C(=CC=1)NC=C2C(=O)C(Cl)=O.COC(C1C=C2C(C=CN2)=C(N2CCNCC2)C=1)=O.[H-].[Al+3].[Li+].[H-].[H-].[H-].[OH-].[Na+]. Product: [F:1][C:2]1[CH:3]=[C:4]2[C:8](=[CH:9][CH:10]=1)[NH:7][CH:6]=[C:5]2[CH2:11][CH2:12][N:14]1[CH2:19][CH2:18][N:17]([C:20]2[CH:28]=[C:27]([CH2:29][OH:30])[CH:26]=[C:25]3[C:21]=2[CH:22]=[CH:23][NH:24]3)[CH2:16][CH2:15]1. The catalyst class is: 30. (2) Reactant: [C:1]([O:5][C:6](=[O:33])[NH:7][CH:8]([C:28]1[NH:29][CH:30]=[CH:31][N:32]=1)[CH2:9][C:10]1[CH:18]=[C:17]([CH3:19])[C:16]2[C:12](=[CH:13][N:14]([CH2:20][O:21][CH2:22][CH2:23][Si:24]([CH3:27])([CH3:26])[CH3:25])[N:15]=2)[CH:11]=1)([CH3:4])([CH3:3])[CH3:2].F[C:35]1[CH:40]=[CH:39][CH:38]=[CH:37][C:36]=1[N+:41]([O-:43])=[O:42].C(=O)([O-])[O-].[K+].[K+]. Product: [CH3:19][C:17]1[C:16]2[C:12](=[CH:13][N:14]([CH2:20][O:21][CH2:22][CH2:23][Si:24]([CH3:25])([CH3:27])[CH3:26])[N:15]=2)[CH:11]=[C:10]([CH2:9][CH:8]([NH:7][C:6](=[O:33])[O:5][C:1]([CH3:4])([CH3:2])[CH3:3])[C:28]2[N:29]([C:35]3[CH:40]=[CH:39][CH:38]=[CH:37][C:36]=3[N+:41]([O-:43])=[O:42])[CH:30]=[CH:31][N:32]=2)[CH:18]=1. The catalyst class is: 10. (3) Reactant: [CH2:1]([O:3][C:4]([CH:6]1[CH:11]2[CH:7]1[CH2:8][CH:9]=[C:10]2[O:12][Si](C(C)(C)C)(C)C)=[O:5])[CH3:2].C([O-])(O)=[O:21].[Na+].[Mg].C1C=C(C(O)=O)C(C(O[O-])=O)=CC=1.C1C=C(C(O)=O)C(C(O[O-])=O)=CC=1.O.O.O.O.O.O.[Mg+2]. Product: [CH2:1]([O:3][C:4]([CH:6]1[CH:11]2[CH:7]1[CH2:8][CH:9]([OH:21])[C:10]2=[O:12])=[O:5])[CH3:2]. The catalyst class is: 5. (4) The catalyst class is: 10. Product: [C:29]([N:6]([CH2:7][C@@H:8]1[O:12][C:11](=[O:13])[N:10]([C:14]2[CH:19]=[CH:18][C:17]([CH:20]3[CH2:25][CH2:24][S:23](=[O:27])(=[O:26])[CH2:22][CH2:21]3)=[C:16]([F:28])[CH:15]=2)[CH2:9]1)[C:5]([O:4][CH:2]([O:41][C:33](=[O:40])[C:34]1[CH:39]=[CH:38][N:37]=[CH:36][CH:35]=1)[CH3:3])=[O:32])(=[O:31])[CH3:30]. Reactant: Cl[CH:2]([O:4][C:5](=[O:32])[N:6]([C:29](=[O:31])[CH3:30])[CH2:7][C@@H:8]1[O:12][C:11](=[O:13])[N:10]([C:14]2[CH:19]=[CH:18][C:17]([CH:20]3[CH2:25][CH2:24][S:23](=[O:27])(=[O:26])[CH2:22][CH2:21]3)=[C:16]([F:28])[CH:15]=2)[CH2:9]1)[CH3:3].[C:33]([O-:41])(=[O:40])[C:34]1[CH:39]=[CH:38][N:37]=[CH:36][CH:35]=1.[Cs+].O. (5) Reactant: [C:1]([C:9]1[CH:14]=[CH:13][C:12]([C:15]2[N:20]=[CH:19][N:18]=[C:17]([NH:21][C@H:22]([C:30]([O:32]C)=[O:31])[CH2:23][C:24]3[CH:29]=[CH:28][CH:27]=[CH:26][CH:25]=3)[CH:16]=2)=[CH:11][CH:10]=1)(=[O:8])[C:2]1[CH:7]=[CH:6][CH:5]=[CH:4][CH:3]=1.[OH-].[Na+].Cl. Product: [C:1]([C:9]1[CH:10]=[CH:11][C:12]([C:15]2[N:20]=[CH:19][N:18]=[C:17]([NH:21][C@H:22]([C:30]([OH:32])=[O:31])[CH2:23][C:24]3[CH:29]=[CH:28][CH:27]=[CH:26][CH:25]=3)[CH:16]=2)=[CH:13][CH:14]=1)(=[O:8])[C:2]1[CH:7]=[CH:6][CH:5]=[CH:4][CH:3]=1. The catalyst class is: 111. (6) Reactant: Cl[C:2]1[N:7]=[C:6]([N:8]([CH3:24])[C:9]2[CH:14]=[CH:13][N:12]=[C:11]([NH:15][CH2:16][CH2:17][C:18]3[CH:19]=[N:20][CH:21]=[CH:22][CH:23]=3)[N:10]=2)[CH:5]=[CH:4][N:3]=1.[C:25]1([CH3:34])[CH:30]=[CH:29][CH:28]=[CH:27][C:26]=1B(O)O.C([O-])([O-])=O.[Na+].[Na+]. Product: [CH3:24][N:8]([C:6]1[CH:5]=[CH:4][N:3]=[C:2]([C:26]2[CH:27]=[CH:28][CH:29]=[CH:30][C:25]=2[CH3:34])[N:7]=1)[C:9]1[CH:14]=[CH:13][N:12]=[C:11]([NH:15][CH2:16][CH2:17][C:18]2[CH:19]=[N:20][CH:21]=[CH:22][CH:23]=2)[N:10]=1. The catalyst class is: 628. (7) Reactant: [NH2:1][C:2]1[CH:3]=[C:4]([OH:11])[C:5](=[CH:9][CH:10]=1)[C:6]([OH:8])=[O:7].[Br:12][C:13]1[S:17][C:16]([S:18](Cl)(=[O:20])=[O:19])=[CH:15][CH:14]=1.CCOC(C)=O. Product: [Br:12][C:13]1[S:17][C:16]([S:18]([NH:1][C:2]2[CH:10]=[CH:9][C:5]([C:6]([OH:8])=[O:7])=[C:4]([OH:11])[CH:3]=2)(=[O:20])=[O:19])=[CH:15][CH:14]=1. The catalyst class is: 12. (8) Reactant: C(N(CC)CC)C.[F:8][C:9]1[C:14]([F:15])=[CH:13][CH:12]=[CH:11][C:10]=1[C@H:16]1[CH2:22][N:21]2[C:23]([CH2:26][C:27]([F:30])([F:29])[F:28])=[CH:24][N:25]=[C:20]2[C@H:19]([NH2:31])[CH2:18][CH2:17]1.Cl[C:33](OC1C=CC([N+]([O-])=O)=CC=1)=[O:34].[CH3:45][N:46]1[C:50]2([CH2:55][CH2:54][NH:53][CH2:52][CH2:51]2)[C:49](=[O:56])[NH:48][C:47]1=[O:57].C(=O)([O-])[O-].[Na+].[Na+]. Product: [F:8][C:9]1[C:14]([F:15])=[CH:13][CH:12]=[CH:11][C:10]=1[C@H:16]1[CH2:22][N:21]2[C:23]([CH2:26][C:27]([F:30])([F:28])[F:29])=[CH:24][N:25]=[C:20]2[C@H:19]([NH:31][C:33]([N:53]2[CH2:52][CH2:51][C:50]3([N:46]([CH3:45])[C:47](=[O:57])[NH:48][C:49]3=[O:56])[CH2:55][CH2:54]2)=[O:34])[CH2:18][CH2:17]1. The catalyst class is: 217.